This data is from Forward reaction prediction with 1.9M reactions from USPTO patents (1976-2016). The task is: Predict the product of the given reaction. (1) Given the reactants [Br:1][C:2]1[S:6][C:5]([C:7](=O)[CH2:8][C:9](=O)[C:10]([F:13])([F:12])[F:11])=[CH:4][CH:3]=1.[NH:16]([CH2:18][C:19]([O:21][CH2:22][CH3:23])=[O:20])[NH2:17], predict the reaction product. The product is: [Br:1][C:2]1[S:6][C:5]([C:7]2[N:16]([CH2:18][C:19]([O:21][CH2:22][CH3:23])=[O:20])[N:17]=[C:9]([C:10]([F:13])([F:12])[F:11])[CH:8]=2)=[CH:4][CH:3]=1. (2) Given the reactants C(N(CC)CC)C.[C:8]1([CH3:46])[CH:13]=[C:12]([CH3:14])[CH:11]=[C:10]([CH3:15])[C:9]=1[C:16]1[C:17]([C:37]2C(C)=CC(C)=CC=2C)=[N:18][N:19]2[C:24]3[NH:25][CH2:26][CH2:27][C:23]=3[C:22]([C:28]3C(C)=CC(C)=CC=3C)=[N:21][C:20]=12.[C:47](Cl)(=[O:51])[CH2:48][CH2:49][CH3:50].O, predict the reaction product. The product is: [C:10]1([CH3:15])[CH:11]=[C:12]([CH3:14])[CH:13]=[C:8]([CH3:46])[C:9]=1[C:16]1[C:17]([CH3:37])=[N:18][N:19]2[C:24]3[N:25]([C:47](=[O:51])[CH2:48][CH2:49][CH3:50])[CH2:26][CH2:27][C:23]=3[C:22]([CH3:28])=[N:21][C:20]=12. (3) Given the reactants [N+:1]([C:4]1[C:5]([N:16]2[CH2:21][CH2:20][O:19][CH2:18][CH2:17]2)=[N:6][CH:7]=[C:8]([N:10]2[CH2:15][CH2:14][S:13][CH2:12][CH2:11]2)[CH:9]=1)([O-])=O, predict the reaction product. The product is: [O:19]1[CH2:20][CH2:21][N:16]([C:5]2[C:4]([NH2:1])=[CH:9][C:8]([N:10]3[CH2:15][CH2:14][S:13][CH2:12][CH2:11]3)=[CH:7][N:6]=2)[CH2:17][CH2:18]1. (4) Given the reactants CC(C)CC[Sn](CCC(C)C)([O:12][CH2:13][CH2:14][CH:15]([CH3:17])[CH3:16])[O:12][CH2:13][CH2:14][CH:15]([CH3:17])[CH3:16].CC(C)CC[Sn](CCC(C)C)([O:47][CH2:48][CH2:49][CH:50]([CH3:52])[CH3:51])O[Sn](CCC(C)C)(CCC(C)C)[O:47][CH2:48][CH2:49][CH:50]([CH3:52])[CH3:51].[C:59](=O)=[O:60], predict the reaction product. The product is: [C:59](=[O:60])([O:12][CH2:13][CH2:14][CH:15]([CH3:16])[CH3:17])[O:47][CH2:48][CH2:49][CH:50]([CH3:51])[CH3:52]. (5) Given the reactants Cl[CH2:2][C:3]([NH:5][C@H:6]([C:16]1[C:21]([C:22]2[CH:23]=[CH:24][C:25]([F:31])=[C:26]([CH:30]=2)[C:27]([NH2:29])=[O:28])=[CH:20][CH:19]=[CH:18][N:17]=1)[CH2:7][C:8]1[CH:13]=[C:12]([F:14])[CH:11]=[C:10]([F:15])[CH:9]=1)=[O:4].[NH:32]1[C:40]2[CH2:39][CH2:38][CH2:37][CH2:36][C:35]=2[CH:34]=[N:33]1, predict the reaction product. The product is: [F:15][C:10]1[CH:9]=[C:8]([CH2:7][C@@H:6]([C:16]2[C:21]([C:22]3[CH:23]=[CH:24][C:25]([F:31])=[C:26]([CH:30]=3)[C:27]([NH2:29])=[O:28])=[CH:20][CH:19]=[CH:18][N:17]=2)[NH:5][C:3](=[O:4])[CH2:2][N:32]2[C:40]3[CH2:39][CH2:38][CH2:37][CH2:36][C:35]=3[CH:34]=[N:33]2)[CH:13]=[C:12]([F:14])[CH:11]=1.